From a dataset of Reaction yield outcomes from USPTO patents with 853,638 reactions. Predict the reaction yield, written as a fraction of the theoretical maximum amount of product (1.0 means a 100% yield; for example, 0.34 means a 34% yield). (1) The reactants are [NH2:1][C:2]1[N:7]=[CH:6][N:5]=[C:4]2[N:8]([CH:12]([C:14]3[O:15][C:16]4[C:21]([C:22](=[O:31])[C:23]=3[C:24]3[CH:29]=[CH:28][CH:27]=[C:26]([F:30])[CH:25]=3)=[CH:20][CH:19]=[CH:18][CH:17]=4)[CH3:13])[N:9]=[C:10](I)[C:3]=12.[NH:32]1[C:40]2[CH:39]=[CH:38][CH:37]=[C:36](B3OC(C)(C)C(C)(C)O3)[C:35]=2[CH:34]=[N:33]1.C(=O)([O-])[O-].[Na+].[Na+].ClCCl. The catalyst is CN(C=O)C.C(O)C.O. The product is [NH2:1][C:2]1[N:7]=[CH:6][N:5]=[C:4]2[N:8]([CH:12]([C:14]3[O:15][C:16]4[C:21]([C:22](=[O:31])[C:23]=3[C:24]3[CH:29]=[CH:28][CH:27]=[C:26]([F:30])[CH:25]=3)=[CH:20][CH:19]=[CH:18][CH:17]=4)[CH3:13])[N:9]=[C:10]([C:36]3[CH:37]=[CH:38][CH:39]=[C:40]4[C:35]=3[CH:34]=[N:33][NH:32]4)[C:3]=12. The yield is 0.130. (2) The reactants are [H-].[Al+3].[Li+].[H-].[H-].[H-].C([O:9][C:10]([C:12]1[NH:20][C:19]2[CH2:18][CH2:17][N:16]([CH2:21][CH2:22][N:23]([CH2:26][CH3:27])[CH2:24][CH3:25])[C:15](=[O:28])[C:14]=2[C:13]=1[C:29]([F:32])([F:31])[F:30])=O)C. The catalyst is O1CCCC1. The product is [CH2:26]([N:23]([CH2:24][CH3:25])[CH2:22][CH2:21][N:16]1[CH2:17][CH2:18][C:19]2[NH:20][C:12]([CH2:10][OH:9])=[C:13]([C:29]([F:30])([F:32])[F:31])[C:14]=2[C:15]1=[O:28])[CH3:27]. The yield is 0.834. (3) The reactants are C([O:8][C:9]([C:11]1([NH:17][C:18]([O:20][CH:21]2[CH2:26][CH2:25][O:24][CH2:23][CH2:22]2)=[O:19])[CH2:16][CH2:15][CH2:14][CH2:13][CH2:12]1)=[O:10])C1C=CC=CC=1. The catalyst is [C].[Pd].CO. The product is [O:24]1[CH2:25][CH2:26][CH:21]([O:20][C:18]([NH:17][C:11]2([C:9]([OH:10])=[O:8])[CH2:12][CH2:13][CH2:14][CH2:15][CH2:16]2)=[O:19])[CH2:22][CH2:23]1. The yield is 0.910. (4) The reactants are [Cl-].[Ca+2].[Cl-].[BH4-].[Na+].[OH:6][C@@:7]([C:28]1[CH:37]=[CH:36][C:35]2[C:30](=[CH:31][CH:32]=[C:33]([C:38]([NH:40][CH3:41])=[O:39])[CH:34]=2)[CH:29]=1)([C:14]1[N:15]=[CH:16][N:17]([S:19]([C:22]2[CH:27]=[CH:26][CH:25]=[CH:24][CH:23]=2)(=[O:21])=[O:20])[CH:18]=1)[CH2:8][C:9](OCC)=[O:10].Cl.[OH-].[Na+]. The catalyst is C(O)C.O1CCCC1.O.C(OCC)(=O)C. The product is [OH:6][C@@:7]([C:28]1[CH:29]=[C:30]2[C:35](=[CH:36][CH:37]=1)[CH:34]=[C:33]([C:38]([NH:40][CH3:41])=[O:39])[CH:32]=[CH:31]2)([C:14]1[N:15]=[CH:16][N:17]([S:19]([C:22]2[CH:23]=[CH:24][CH:25]=[CH:26][CH:27]=2)(=[O:21])=[O:20])[CH:18]=1)[CH2:8][CH2:9][OH:10]. The yield is 0.830.